Dataset: Reaction yield outcomes from USPTO patents with 853,638 reactions. Task: Predict the reaction yield, written as a fraction of the theoretical maximum amount of product (1.0 means a 100% yield; for example, 0.34 means a 34% yield). (1) The reactants are [OH-].[K+].[Br:3][C:4]1[CH:5]=[CH:6][C:7]2[NH:8][C:9]3[C:14]([C:15]=2[CH:16]=1)=[CH:13][C:12]([Br:17])=[CH:11][CH:10]=3.[Br:18][CH2:19][CH2:20][CH2:21]Br. The catalyst is CN(C=O)C.CCOC(C)=O. The product is [Br:17][C:12]1[CH:11]=[CH:10][C:9]2[N:8]([CH2:21][CH2:20][CH2:19][Br:18])[C:7]3[C:15]([C:14]=2[CH:13]=1)=[CH:16][C:4]([Br:3])=[CH:5][CH:6]=3. The yield is 0.286. (2) The reactants are N1C=CN=C1.[C:6]([Si:10]([CH3:13])([CH3:12])Cl)([CH3:9])([CH3:8])[CH3:7].[Br:14][CH2:15][CH2:16][CH2:17][OH:18].CCOC(C)=O. The catalyst is C1COCC1. The product is [Br:14][CH2:15][CH2:16][CH2:17][O:18][Si:10]([CH3:13])([CH3:12])[C:6]([CH3:9])([CH3:8])[CH3:7]. The yield is 0.220. (3) The reactants are [Cl:1][C:2]1[CH:11]=[C:10]([CH3:12])[CH:9]=[C:8]([Cl:13])[C:3]=1[O:4][CH2:5][CH2:6][OH:7].[H-].[Na+].Br[C:17]1[CH:22]=[CH:21][C:20]([Br:23])=[CH:19][N:18]=1. The catalyst is C1COCC1. The product is [Br:23][C:20]1[CH:21]=[CH:22][C:17]([O:7][CH2:6][CH2:5][O:4][C:3]2[C:2]([Cl:1])=[CH:11][C:10]([CH3:12])=[CH:9][C:8]=2[Cl:13])=[N:18][CH:19]=1. The yield is 0.790. (4) The reactants are [C:1]([O:5][C:6](=[O:28])[CH:7]([NH:11][S:12]([C:15]1[CH:20]=[CH:19][C:18]([C:21]2[CH:26]=[CH:25][C:24]([OH:27])=[CH:23][CH:22]=2)=[CH:17][CH:16]=1)(=[O:14])=[O:13])[CH:8]([CH3:10])[CH3:9])([CH3:4])([CH3:3])[CH3:2].[F:29][C:30]1[CH:35]=[CH:34][C:33]([N:36]=[C:37]=[O:38])=[CH:32][CH:31]=1.CCN(CC)CC. The catalyst is C(OCC)C. The product is [C:1]([O:5][C:6](=[O:28])[CH:7]([NH:11][S:12]([C:15]1[CH:16]=[CH:17][C:18]([C:21]2[CH:22]=[CH:23][C:24]([O:27][C:37](=[O:38])[NH:36][C:33]3[CH:34]=[CH:35][C:30]([F:29])=[CH:31][CH:32]=3)=[CH:25][CH:26]=2)=[CH:19][CH:20]=1)(=[O:14])=[O:13])[CH:8]([CH3:10])[CH3:9])([CH3:3])([CH3:4])[CH3:2]. The yield is 0.570. (5) The reactants are [C:1]([C:4]1[CH:13]=[CH:12][C:11]2[C:6](=[CH:7][CH:8]=[CH:9][CH:10]=2)[CH:5]=1)(=[O:3])[CH3:2].[F:14][C:15]1[CH:20]=[CH:19][C:18]([C:21]2[N:22]=[C:23]3[N:27]([C:28]=2[CH:29]=O)[CH:26]=[CH:25][S:24]3)=[CH:17][CH:16]=1.[OH-].[Na+]. The catalyst is C(O)C.C(OCC)(=O)C.CCCCCC. The product is [F:14][C:15]1[CH:16]=[CH:17][C:18]([C:21]2[N:22]=[C:23]3[N:27]([C:28]=2/[CH:29]=[CH:2]/[C:1]([C:4]2[CH:13]=[CH:12][C:11]4[C:6](=[CH:7][CH:8]=[CH:9][CH:10]=4)[CH:5]=2)=[O:3])[CH:26]=[CH:25][S:24]3)=[CH:19][CH:20]=1. The yield is 0.750.